From a dataset of NCI-60 drug combinations with 297,098 pairs across 59 cell lines. Regression. Given two drug SMILES strings and cell line genomic features, predict the synergy score measuring deviation from expected non-interaction effect. Drug 1: CC1C(C(CC(O1)OC2CC(OC(C2O)C)OC3=CC4=CC5=C(C(=O)C(C(C5)C(C(=O)C(C(C)O)O)OC)OC6CC(C(C(O6)C)O)OC7CC(C(C(O7)C)O)OC8CC(C(C(O8)C)O)(C)O)C(=C4C(=C3C)O)O)O)O. Drug 2: CC1=C(C(=O)C2=C(C1=O)N3CC4C(C3(C2COC(=O)N)OC)N4)N. Cell line: OVCAR-5. Synergy scores: CSS=39.3, Synergy_ZIP=-4.13, Synergy_Bliss=-0.722, Synergy_Loewe=-0.867, Synergy_HSA=0.0428.